From a dataset of Peptide-MHC class II binding affinity with 134,281 pairs from IEDB. Regression. Given a peptide amino acid sequence and an MHC pseudo amino acid sequence, predict their binding affinity value. This is MHC class II binding data. (1) The peptide sequence is TWAENIQVAINQVRAII. The MHC is DRB1_0301 with pseudo-sequence DRB1_0301. The binding affinity (normalized) is 0.482. (2) The peptide sequence is AAFTSSSKAATAKAP. The MHC is DRB1_0405 with pseudo-sequence DRB1_0405. The binding affinity (normalized) is 0.414. (3) The peptide sequence is VTVNPFVSVATANAKVLI. The MHC is DRB1_0101 with pseudo-sequence DRB1_0101. The binding affinity (normalized) is 0.638. (4) The peptide sequence is GQEKYTDYLTVMDRY. The MHC is DRB1_1101 with pseudo-sequence DRB1_1101. The binding affinity (normalized) is 0.452. (5) The peptide sequence is PDKPSLDISLETVAID. The MHC is DRB5_0101 with pseudo-sequence DRB5_0101. The binding affinity (normalized) is 0.